From a dataset of Forward reaction prediction with 1.9M reactions from USPTO patents (1976-2016). Predict the product of the given reaction. (1) The product is: [CH2:13]([N:7]1[C:6]2[CH:11]=[C:2]([OH:1])[CH:3]=[CH:4][C:5]=2[O:9][C:8]1=[O:10])[C:14]1[CH:19]=[CH:18][CH:17]=[CH:16][CH:15]=1. Given the reactants [OH:1][C:2]1[CH:3]=[CH:4][C:5]2[O:9][C:8](=[O:10])[NH:7][C:6]=2[CH:11]=1.Br[CH2:13][C:14]1[CH:19]=[CH:18][CH:17]=[CH:16][CH:15]=1.C(=O)([O-])[O-].[Na+].[Na+].Cl, predict the reaction product. (2) Given the reactants [CH2:1]([NH:5][C:6]1[S:7][CH:8]=[CH:9][C:10]=1[C:11]([O:13][CH3:14])=[O:12])[CH:2]([CH3:4])[CH3:3].[OH-].[Na+].O.ClC(Cl)([O:21]C(=O)OC(Cl)(Cl)Cl)Cl, predict the reaction product. The product is: [CH2:1]([N:5]1[C:6]2[S:7][CH:8]=[CH:9][C:10]=2[C:11](=[O:12])[O:13][C:14]1=[O:21])[CH:2]([CH3:4])[CH3:3]. (3) Given the reactants C[Mg]Br.[C:4]([C:7]1[CH:12]=[CH:11][C:10]([S:13]([NH:16][C:17]2[N:21]([C:22]3[CH:31]=[CH:30][CH:29]=[C:28]4[C:23]=3[CH:24]=[CH:25][CH:26]=[N:27]4)[N:20]=[C:19]([CH3:32])[CH:18]=2)(=[O:15])=[O:14])=[CH:9][CH:8]=1)(=[O:6])[CH3:5].Cl[CH2:34]Cl.CO, predict the reaction product. The product is: [OH:6][C:4]([C:7]1[CH:8]=[CH:9][C:10]([S:13]([NH:16][C:17]2[N:21]([C:22]3[CH:31]=[CH:30][CH:29]=[C:28]4[C:23]=3[CH:24]=[CH:25][CH:26]=[N:27]4)[N:20]=[C:19]([CH3:32])[CH:18]=2)(=[O:15])=[O:14])=[CH:11][CH:12]=1)([CH3:34])[CH3:5]. (4) Given the reactants [F:1][C:2]1[CH:7]=[CH:6][C:5]([N:8]=[C:9]=[S:10])=[CH:4][CH:3]=1.[C:11]([O:15]C)(=O)[CH2:12][SH:13].C(N(CC)CC)C, predict the reaction product. The product is: [F:1][C:2]1[CH:7]=[CH:6][C:5]([N:8]2[C:11](=[O:15])[CH2:12][S:13][C:9]2=[S:10])=[CH:4][CH:3]=1. (5) Given the reactants [O:1]1[C:5]2[CH:6]=[CH:7][C:8]([CH:10]([OH:36])[CH2:11][S:12][C@H:13]3[C:16](=[O:17])[N:15]([C:18]4[CH:23]=[CH:22][C:21]([F:24])=[CH:20][CH:19]=4)[C@@H:14]3[C:25]3[CH:35]=[CH:34][C:28]([O:29][CH2:30][C:31](O)=[O:32])=[CH:27][CH:26]=3)=[CH:9][C:4]=2[O:3][CH2:2]1.CN1CCOCC1.CN(C(ON1N=NC2C=CC=CC1=2)=[N+](C)C)C.[B-](F)(F)(F)F.[NH2:66][CH2:67][C:68]([NH:70][C@@H:71]([C:76]([OH:78])=[O:77])[C:72]([CH3:75])([CH3:74])[CH3:73])=[O:69], predict the reaction product. The product is: [O:1]1[C:5]2[CH:6]=[CH:7][C:8]([CH:10]([OH:36])[CH2:11][S:12][C@H:13]3[C:16](=[O:17])[N:15]([C:18]4[CH:23]=[CH:22][C:21]([F:24])=[CH:20][CH:19]=4)[C@@H:14]3[C:25]3[CH:26]=[CH:27][C:28]([O:29][CH2:30][C:31]([NH:66][CH2:67][C:68]([NH:70][C@@H:71]([C:76]([OH:78])=[O:77])[C:72]([CH3:73])([CH3:74])[CH3:75])=[O:69])=[O:32])=[CH:34][CH:35]=3)=[CH:9][C:4]=2[O:3][CH2:2]1. (6) Given the reactants [CH2:1]([N:8]1[C:12]([CH:13]=O)=[CH:11][C:10]([O:15][CH:16]([CH3:18])[CH3:17])=[N:9]1)[C:2]1[CH:7]=[CH:6][CH:5]=[CH:4][CH:3]=1.C(OP([CH2:27][C:28]([O:30][CH2:31][CH3:32])=[O:29])(OCC)=O)C.[H-].[Na+].O, predict the reaction product. The product is: [CH2:1]([N:8]1[C:12](/[CH:13]=[CH:27]/[C:28]([O:30][CH2:31][CH3:32])=[O:29])=[CH:11][C:10]([O:15][CH:16]([CH3:18])[CH3:17])=[N:9]1)[C:2]1[CH:7]=[CH:6][CH:5]=[CH:4][CH:3]=1. (7) Given the reactants [CH3:1][O:2][C:3]([C:5]1[NH:6][C:7]2[C:12]([CH:13]=1)=[CH:11][CH:10]=[C:9]([O:14]C)[CH:8]=2)=[O:4].[H-].[Na+].I[CH3:19].O, predict the reaction product. The product is: [CH3:1][O:2][C:3]([C:5]1[N:6]([CH3:19])[C:7]2[C:12]([CH:13]=1)=[CH:11][CH:10]=[C:9]([OH:14])[CH:8]=2)=[O:4]. (8) Given the reactants Cl.[CH2:2]1[C:7]2([CH2:12][CH2:11][NH:10][CH2:9][CH2:8]2)[CH2:6][CH2:5][N:4]([C:13]([O:15]C(C)(C)C)=O)[CH2:3]1.[NH2:20][C:21]1[CH:29]=[N:28][CH:27]=[CH:26][C:22]=1C(O)=O, predict the reaction product. The product is: [CH2:6]1[C:7]2([CH2:8][CH2:9][NH:10][CH2:11][CH2:12]2)[CH2:2][CH2:3][N:4]([C:13]([C:22]2[CH:26]=[CH:27][N:28]=[CH:29][C:21]=2[NH2:20])=[O:15])[CH2:5]1. (9) Given the reactants [CH2:1]1[CH:5]2[CH2:6][N:7]([C:9](=[O:13])[CH2:10][CH2:11][CH3:12])[CH2:8][CH:4]2[CH2:3][NH:2]1.Cl[C:15]1[CH:16]=[CH:17][C:18]2[N:19]([C:21]([C:24]([F:27])([F:26])[F:25])=[N:22][N:23]=2)[N:20]=1, predict the reaction product. The product is: [F:26][C:24]([F:25])([F:27])[C:21]1[N:19]2[N:20]=[C:15]([N:2]3[CH2:3][CH:4]4[CH:5]([CH2:6][N:7]([C:9](=[O:13])[CH2:10][CH2:11][CH3:12])[CH2:8]4)[CH2:1]3)[CH:16]=[CH:17][C:18]2=[N:23][N:22]=1.